From a dataset of Forward reaction prediction with 1.9M reactions from USPTO patents (1976-2016). Predict the product of the given reaction. Given the reactants Cl.[N:2]1[CH:7]=[CH:6][CH:5]=[N:4][C:3]=1[CH:8]([NH2:10])[CH3:9].C(N(CC)CC)C.[CH:18]1([CH2:21]Br)[CH2:20][CH2:19]1, predict the reaction product. The product is: [CH:18]1([CH2:21][NH:10][CH:8]([C:3]2[N:4]=[CH:5][CH:6]=[CH:7][N:2]=2)[CH3:9])[CH2:20][CH2:19]1.